Dataset: Reaction yield outcomes from USPTO patents with 853,638 reactions. Task: Predict the reaction yield, written as a fraction of the theoretical maximum amount of product (1.0 means a 100% yield; for example, 0.34 means a 34% yield). (1) The product is [C:1]([O:5][C:6]([NH:8][C:9]1[S:10][CH:11]=[C:12](/[C:14](=[N:29]/[O:30][C:31]([CH3:39])([CH3:40])[C:32]([O:34][C:35]([CH3:38])([CH3:37])[CH3:36])=[O:33])/[C:15]([NH:17][C@@H:18]2[C:21](=[O:22])[NH:20][C@@H:19]2[CH2:23][N:24]2[CH2:25][C@@H:26]([CH3:27])[O:28][C:46]2=[O:47])=[O:16])[N:13]=1)=[O:7])([CH3:4])([CH3:2])[CH3:3]. The yield is 0.420. The catalyst is C(Cl)(Cl)Cl.CCOC(C)=O.O. The reactants are [C:1]([O:5][C:6]([NH:8][C:9]1[S:10][CH:11]=[C:12](/[C:14](=[N:29]/[O:30][C:31]([CH3:40])([CH3:39])[C:32]([O:34][C:35]([CH3:38])([CH3:37])[CH3:36])=[O:33])/[C:15]([NH:17][C@@H:18]2[C:21](=[O:22])[NH:20][C@@H:19]2[CH2:23][NH:24][CH2:25][C@H:26]([OH:28])[CH3:27])=[O:16])[N:13]=1)=[O:7])([CH3:4])([CH3:3])[CH3:2].C1N=CN([C:46](N2C=NC=C2)=[O:47])C=1. (2) The reactants are [F:1][C:2]1[CH:3]=[C:4]([C@@H:9]2[CH2:13][N:12]([C@@H:14]([CH2:19][OH:20])[C:15]([F:18])([F:17])[F:16])[CH2:11][C@H:10]2[NH:21][C:22](=[O:28])[O:23][C:24]([CH3:27])([CH3:26])[CH3:25])[CH:5]=[CH:6][C:7]=1[F:8].IC.[C:31](#N)C. The catalyst is C1(C)C=CC=CC=1. The product is [F:1][C:2]1[CH:3]=[C:4]([C@@H:9]2[CH2:13][N:12]([C@@H:14]([CH2:19][O:20][CH3:31])[C:15]([F:18])([F:16])[F:17])[CH2:11][C@H:10]2[NH:21][C:22](=[O:28])[O:23][C:24]([CH3:25])([CH3:27])[CH3:26])[CH:5]=[CH:6][C:7]=1[F:8]. The yield is 0.850. (3) The reactants are Br[C:2]1[CH:3]=[C:4]([NH2:9])[C:5]([Cl:8])=[N:6][CH:7]=1.[CH3:10][N:11]1[C:15]([Sn](CCCC)(CCCC)CCCC)=[C:14]([CH3:29])[N:13]=[N:12]1.CCN(CC)CC. The catalyst is CN(C=O)C.C1C=CC([P]([Pd]([P](C2C=CC=CC=2)(C2C=CC=CC=2)C2C=CC=CC=2)([P](C2C=CC=CC=2)(C2C=CC=CC=2)C2C=CC=CC=2)[P](C2C=CC=CC=2)(C2C=CC=CC=2)C2C=CC=CC=2)(C2C=CC=CC=2)C2C=CC=CC=2)=CC=1. The product is [Cl:8][C:5]1[C:4]([NH2:9])=[CH:3][C:2]([C:15]2[N:11]([CH3:10])[N:12]=[N:13][C:14]=2[CH3:29])=[CH:7][N:6]=1. The yield is 0.470. (4) The reactants are C([O-])(=O)C.[NH4+:5].[CH3:6][CH:7]1[CH2:11][CH2:10][C:9](=O)[C@@H:8]1[C:13]([O:15][CH2:16][CH3:17])=[O:14]. The catalyst is CO. The product is [NH2:5][C:9]1[CH2:10][CH2:11][C@@H:7]([CH3:6])[C:8]=1[C:13]([O:15][CH2:16][CH3:17])=[O:14]. The yield is 0.970. (5) The product is [N+:1]([C:4]1[CH:5]=[CH:6][C:7]([N:10]2[CH2:15][CH2:14][N:13]([S:25]([CH2:23][CH3:24])(=[O:27])=[O:26])[CH2:12][CH2:11]2)=[CH:8][CH:9]=1)([O-:3])=[O:2]. The catalyst is ClCCl. The yield is 1.00. The reactants are [N+:1]([C:4]1[CH:9]=[CH:8][C:7]([N:10]2[CH2:15][CH2:14][NH:13][CH2:12][CH2:11]2)=[CH:6][CH:5]=1)([O-:3])=[O:2].C(N(CC)CC)C.[CH2:23]([S:25](Cl)(=[O:27])=[O:26])[CH3:24].C(=O)(O)[O-].[Na+]. (6) The reactants are Cl[C:2]1[N:11]=[C:10]([NH:12][CH2:13][CH:14]([C:21]2[CH:26]=[CH:25][CH:24]=[CH:23][CH:22]=2)[C:15]2[CH:20]=[CH:19][CH:18]=[CH:17][CH:16]=2)[C:9]2[C:4](=[CH:5][CH:6]=[CH:7][CH:8]=2)[N:3]=1.CC1(C)C(C)(C)OB([C:35]2[CH:43]=[CH:42][C:38]3[N:39]=[CH:40][S:41][C:37]=3[CH:36]=2)O1.C(NC1C2C(=CC=CC=2)N=C(C2SC3C=CC=CC=3C=2)N=1)(C1C=CC=CC=1)C1C=CC=CC=1. The catalyst is C1CCCCC1.CCOC(C)=O. The product is [S:41]1[C:37]2[CH:36]=[C:35]([C:2]3[N:11]=[C:10]([NH:12][CH2:13][CH:14]([C:21]4[CH:26]=[CH:25][CH:24]=[CH:23][CH:22]=4)[C:15]4[CH:20]=[CH:19][CH:18]=[CH:17][CH:16]=4)[C:9]4[C:4](=[CH:5][CH:6]=[CH:7][CH:8]=4)[N:3]=3)[CH:43]=[CH:42][C:38]=2[N:39]=[CH:40]1. The yield is 0.650. (7) The reactants are [N+:1]([C:4]1[CH:9]=[CH:8][CH:7]=[CH:6][C:5]=1[S:10]([NH:13][C@@H:14]([C:22]1[CH:27]=[CH:26][CH:25]=[CH:24][CH:23]=1)[C:15](=[O:21])[N:16]1[CH2:20][CH2:19][CH2:18][CH2:17]1)(=[O:12])=[O:11])([O-:3])=[O:2].C(=O)([O-])[O-].[K+].[K+].[CH2:34](Br)[CH:35]=[CH2:36].O. The catalyst is CN(C)C=O. The product is [CH2:36]([N:13]([C@@H:14]([C:22]1[CH:27]=[CH:26][CH:25]=[CH:24][CH:23]=1)[C:15](=[O:21])[N:16]1[CH2:20][CH2:19][CH2:18][CH2:17]1)[S:10]([C:5]1[CH:6]=[CH:7][CH:8]=[CH:9][C:4]=1[N+:1]([O-:3])=[O:2])(=[O:11])=[O:12])[CH:35]=[CH2:34]. The yield is 0.962.